Dataset: Full USPTO retrosynthesis dataset with 1.9M reactions from patents (1976-2016). Task: Predict the reactants needed to synthesize the given product. (1) Given the product [CH:10]1[C:11]2[C:16](=[CH:15][CH:14]=[CH:13][CH:12]=2)[CH:17]=[CH:18][C:9]=1[C@@H:7]1[CH2:8][C@H:6]1[C:4]([OH:5])=[O:3], predict the reactants needed to synthesize it. The reactants are: C([O:3][C:4]([C@@H:6]1[CH2:8][C@H:7]1[C:9]1[CH:18]=[CH:17][C:16]2[C:11](=[CH:12][CH:13]=[CH:14][CH:15]=2)[CH:10]=1)=[O:5])C.[OH-].[K+].O. (2) Given the product [Cl:1][C:2]1[CH:3]=[C:4]([N:10]2[CH:18]([CH:19]3[CH2:20][CH2:21][CH2:22][CH2:23]3)[CH:17]3[C:12]([C:13]4[CH:27]=[CH:26][C:25]([C:28]([O:30][CH2:38][CH2:37][CH:31]5[CH2:36][CH2:35][CH2:34][CH2:33][CH2:32]5)=[O:29])=[CH:24][C:14]=4[CH2:15][CH2:16]3)=[N:11]2)[CH:5]=[CH:6][C:7]=1[C:8]#[N:9], predict the reactants needed to synthesize it. The reactants are: [Cl:1][C:2]1[CH:3]=[C:4]([N:10]2[CH:18]([CH:19]3[CH2:23][CH2:22][CH2:21][CH2:20]3)[CH:17]3[C:12]([C:13]4[CH:27]=[CH:26][C:25]([C:28]([OH:30])=[O:29])=[CH:24][C:14]=4[CH2:15][CH2:16]3)=[N:11]2)[CH:5]=[CH:6][C:7]=1[C:8]#[N:9].[CH:31]1([CH2:37][CH2:38]O)[CH2:36][CH2:35][CH2:34][CH2:33][CH2:32]1.